Dataset: NCI-60 drug combinations with 297,098 pairs across 59 cell lines. Task: Regression. Given two drug SMILES strings and cell line genomic features, predict the synergy score measuring deviation from expected non-interaction effect. (1) Drug 1: CC1C(C(CC(O1)OC2CC(CC3=C2C(=C4C(=C3O)C(=O)C5=C(C4=O)C(=CC=C5)OC)O)(C(=O)CO)O)N)O.Cl. Drug 2: C1=CC=C(C(=C1)C(C2=CC=C(C=C2)Cl)C(Cl)Cl)Cl. Cell line: SN12C. Synergy scores: CSS=14.5, Synergy_ZIP=17.8, Synergy_Bliss=27.0, Synergy_Loewe=-34.1, Synergy_HSA=-3.12. (2) Drug 1: CC(C1=C(C=CC(=C1Cl)F)Cl)OC2=C(N=CC(=C2)C3=CN(N=C3)C4CCNCC4)N. Drug 2: C1C(C(OC1N2C=NC3=C2NC=NCC3O)CO)O. Cell line: MCF7. Synergy scores: CSS=6.15, Synergy_ZIP=-0.0885, Synergy_Bliss=6.04, Synergy_Loewe=5.26, Synergy_HSA=5.69. (3) Drug 1: CS(=O)(=O)C1=CC(=C(C=C1)C(=O)NC2=CC(=C(C=C2)Cl)C3=CC=CC=N3)Cl. Drug 2: C#CCC(CC1=CN=C2C(=N1)C(=NC(=N2)N)N)C3=CC=C(C=C3)C(=O)NC(CCC(=O)O)C(=O)O. Cell line: IGROV1. Synergy scores: CSS=-1.90, Synergy_ZIP=-0.305, Synergy_Bliss=-2.08, Synergy_Loewe=-2.73, Synergy_HSA=-2.65. (4) Drug 1: CC1=C2C(C(=O)C3(C(CC4C(C3C(C(C2(C)C)(CC1OC(=O)C(C(C5=CC=CC=C5)NC(=O)OC(C)(C)C)O)O)OC(=O)C6=CC=CC=C6)(CO4)OC(=O)C)OC)C)OC. Drug 2: CC1=C(C=C(C=C1)C(=O)NC2=CC(=CC(=C2)C(F)(F)F)N3C=C(N=C3)C)NC4=NC=CC(=N4)C5=CN=CC=C5. Cell line: UACC-257. Synergy scores: CSS=16.4, Synergy_ZIP=4.08, Synergy_Bliss=2.82, Synergy_Loewe=-14.2, Synergy_HSA=-0.200. (5) Drug 1: C1CCC(C1)C(CC#N)N2C=C(C=N2)C3=C4C=CNC4=NC=N3. Drug 2: C1=CC=C(C(=C1)C(C2=CC=C(C=C2)Cl)C(Cl)Cl)Cl. Cell line: NCI-H522. Synergy scores: CSS=10.6, Synergy_ZIP=-3.25, Synergy_Bliss=1.25, Synergy_Loewe=1.05, Synergy_HSA=1.08. (6) Drug 1: CC1=C(C(=CC=C1)Cl)NC(=O)C2=CN=C(S2)NC3=CC(=NC(=N3)C)N4CCN(CC4)CCO. Drug 2: CCN(CC)CCNC(=O)C1=C(NC(=C1C)C=C2C3=C(C=CC(=C3)F)NC2=O)C. Cell line: BT-549. Synergy scores: CSS=-2.96, Synergy_ZIP=0.697, Synergy_Bliss=-1.01, Synergy_Loewe=-1.26, Synergy_HSA=-2.66. (7) Drug 1: CC=C1C(=O)NC(C(=O)OC2CC(=O)NC(C(=O)NC(CSSCCC=C2)C(=O)N1)C(C)C)C(C)C. Drug 2: C1C(C(OC1N2C=NC3=C2NC=NCC3O)CO)O. Cell line: EKVX. Synergy scores: CSS=11.2, Synergy_ZIP=0.434, Synergy_Bliss=5.41, Synergy_Loewe=-5.12, Synergy_HSA=2.24.